This data is from Forward reaction prediction with 1.9M reactions from USPTO patents (1976-2016). The task is: Predict the product of the given reaction. Given the reactants O.[NH2:2][NH2:3].Cl[C:5]1[N:6]=[C:7]2[CH:22]=[C:21]([Cl:23])[CH:20]=[N:19][C:8]2=[N:9][C:10]=1[N:11]1[CH2:17][CH2:16][CH2:15][N:14]([CH3:18])[CH2:13][CH2:12]1.CCO, predict the reaction product. The product is: [Cl:23][C:21]1[CH:20]=[N:19][C:8]2=[N:9][C:10]([N:11]3[CH2:17][CH2:16][CH2:15][N:14]([CH3:18])[CH2:13][CH2:12]3)=[C:5]([NH:2][NH2:3])[N:6]=[C:7]2[CH:22]=1.